This data is from TCR-epitope binding with 47,182 pairs between 192 epitopes and 23,139 TCRs. The task is: Binary Classification. Given a T-cell receptor sequence (or CDR3 region) and an epitope sequence, predict whether binding occurs between them. (1) The epitope is EIYKRWII. The TCR CDR3 sequence is CASSEWISGSSYNEQFF. Result: 0 (the TCR does not bind to the epitope). (2) The epitope is SLFNTVATLY. The TCR CDR3 sequence is CASSLGGGPQETQYF. Result: 1 (the TCR binds to the epitope). (3) Result: 1 (the TCR binds to the epitope). The TCR CDR3 sequence is CTSSGRTSGRDKQYF. The epitope is PROT_97E67BCC. (4) The epitope is GLCTLVAML. The TCR CDR3 sequence is CASSISGDYGYTF. Result: 1 (the TCR binds to the epitope). (5) The epitope is ISPRTLNAW. The TCR CDR3 sequence is CASSDLTGLTGELFF. Result: 1 (the TCR binds to the epitope).